This data is from Catalyst prediction with 721,799 reactions and 888 catalyst types from USPTO. The task is: Predict which catalyst facilitates the given reaction. (1) Reactant: [CH3:1][O:2][C:3]1[CH:4]=[C:5]([NH:11][C:12]2[C:13]3[N:33]=[CH:32][S:31][C:14]=3[N:15]=[C:16]([N:18]3[CH2:22][CH2:21][CH:20]([NH:23]C(=O)OC(C)(C)C)[CH2:19]3)[N:17]=2)[CH:6]=[CH:7][C:8]=1[O:9][CH3:10].[ClH:34]. The catalyst class is: 12. Product: [ClH:34].[NH2:23][CH:20]1[CH2:21][CH2:22][N:18]([C:16]2[N:17]=[C:12]([NH:11][C:5]3[CH:6]=[CH:7][C:8]([O:9][CH3:10])=[C:3]([O:2][CH3:1])[CH:4]=3)[C:13]3[N:33]=[CH:32][S:31][C:14]=3[N:15]=2)[CH2:19]1. (2) Reactant: [H-].[Na+].[Cl:3][C:4]1[N:9]=[C:8](Cl)[CH:7]=[C:6]([Cl:11])[N:5]=1.[C:12]([O:16][C@@H:17]([C@H:19]1[CH2:23][O:22][C:21](=[O:24])[NH:20]1)[CH3:18])([CH3:15])([CH3:14])[CH3:13].CCOC(C)=O.CCCCCCC. Product: [C:12]([O:16][C@@H:17]([C@H:19]1[CH2:23][O:22][C:21](=[O:24])[N:20]1[C:8]1[CH:7]=[C:6]([Cl:11])[N:5]=[C:4]([Cl:3])[N:9]=1)[CH3:18])([CH3:13])([CH3:14])[CH3:15]. The catalyst class is: 31. (3) Reactant: C[O:2][C:3](=[O:35])[CH2:4][CH:5]([C:27]1[CH:32]=[C:31]([F:33])[CH:30]=[C:29]([F:34])[CH:28]=1)[C:6]1[CH:11]=[CH:10][N:9]=[C:8]([O:12][C:13]2[CH:18]=[CH:17][C:16]([CH2:19][NH:20][C:21]3[CH:26]=[CH:25][CH:24]=[CH:23][N:22]=3)=[CH:15][CH:14]=2)[N:7]=1.O.[OH-].[Li+:38]. Product: [Li+:38].[F:33][C:31]1[CH:32]=[C:27]([CH:5]([C:6]2[CH:11]=[CH:10][N:9]=[C:8]([O:12][C:13]3[CH:14]=[CH:15][C:16]([CH2:19][NH:20][C:21]4[CH:26]=[CH:25][CH:24]=[CH:23][N:22]=4)=[CH:17][CH:18]=3)[N:7]=2)[CH2:4][C:3]([O-:35])=[O:2])[CH:28]=[C:29]([F:34])[CH:30]=1. The catalyst class is: 20. (4) Reactant: [CH3:1][CH2:2][CH2:3][C:4]1[C:5]2[N:14]=[C:13]([C:15]3[CH:16]=[C:17]([S:24]([N:27]4[CH2:32][CH2:31][N:30]([CH3:33])[CH2:29][CH2:28]4)(=[O:26])=[O:25])[CH:18]=[CH:19][C:20]=3[O:21][CH2:22][CH3:23])[NH:12][C:10](=[O:11])[C:6]=2[N:7]([CH3:9])[N:8]=1.C(C(O)(C(O)=O)CC(O)=O)C(O)=O.[Na].[C:48]([OH:57])(=[O:56])[C:49]1[C:50](=[CH:52][CH:53]=[CH:54][CH:55]=1)[OH:51]. Product: [CH3:1][CH2:2][CH2:3][C:4]1[C:5]2[N:14]=[C:13]([C:15]3[CH:16]=[C:17]([S:24]([N:27]4[CH2:32][CH2:31][N:30]([CH3:33])[CH2:29][CH2:28]4)(=[O:25])=[O:26])[CH:18]=[CH:19][C:20]=3[O:21][CH2:22][CH3:23])[NH:12][C:10](=[O:11])[C:6]=2[N:7]([CH3:9])[N:8]=1.[C:48]([O-:57])(=[O:56])[C:49]1[C:50](=[CH:52][CH:53]=[CH:54][CH:55]=1)[OH:51]. The catalyst class is: 40. (5) Reactant: [NH2:1][C:2]1[N:3]=[CH:4][C:5]([C:8]2[C:9]([F:19])=[C:10]([OH:18])[C:11]([CH:14]3[CH2:17][CH2:16][CH2:15]3)=[CH:12][CH:13]=2)=[N:6][CH:7]=1.[Br:20][C:21]1[CH:22]=[N:23][C:24](Cl)=[N:25][CH:26]=1.C(=O)([O-])[O-].[Cs+].[Cs+]. Product: [Br:20][C:21]1[CH:22]=[N:23][C:24]([O:18][C:10]2[C:9]([F:19])=[C:8]([C:5]3[N:6]=[CH:7][C:2]([NH2:1])=[N:3][CH:4]=3)[CH:13]=[CH:12][C:11]=2[CH:14]2[CH2:15][CH2:16][CH2:17]2)=[N:25][CH:26]=1. The catalyst class is: 16. (6) Reactant: [H-].[Na+].[Cl:3][C:4]1[C:13]2[N:14]=[CH:15][N:16]([CH2:17][C:18]([CH3:21])([OH:20])[CH3:19])[C:12]=2[C:11]2[CH:10]=[CH:9][CH:8]=[CH:7][C:6]=2[N:5]=1.[CH:22]([S:24]([CH3:27])(=[O:26])=[O:25])=[CH2:23]. Product: [Cl:3][C:4]1[C:13]2[N:14]=[CH:15][N:16]([CH2:17][C:18]([CH3:21])([O:20][CH2:23][CH2:22][S:24]([CH3:27])(=[O:26])=[O:25])[CH3:19])[C:12]=2[C:11]2[CH:10]=[CH:9][CH:8]=[CH:7][C:6]=2[N:5]=1. The catalyst class is: 7.